This data is from Reaction yield outcomes from USPTO patents with 853,638 reactions. The task is: Predict the reaction yield, written as a fraction of the theoretical maximum amount of product (1.0 means a 100% yield; for example, 0.34 means a 34% yield). The reactants are Br[C:2]1[C:10]2[C:5](=[CH:6][CH:7]=[C:8]([C:11]#[N:12])[CH:9]=2)[N:4]([CH:13]2[CH2:18][CH2:17][CH2:16][CH2:15][O:14]2)[N:3]=1.[CH3:19][O:20][C:21]1[CH:22]=[C:23](B(O)O)[CH:24]=[CH:25][C:26]=1[O:27][CH3:28].P([O-])([O-])([O-])=O.[K+].[K+].[K+].ClCCl. The catalyst is COCCOC.C1(P(C2C=CC=CC=2)[C-]2C=CC=C2)C=CC=CC=1.[C-]1(P(C2C=CC=CC=2)C2C=CC=CC=2)C=CC=C1.[Fe+2].C(OCC)(=O)C.CCCCCC. The product is [CH3:19][O:20][C:21]1[CH:22]=[C:23]([C:2]2[C:10]3[C:5](=[CH:6][CH:7]=[C:8]([C:11]#[N:12])[CH:9]=3)[N:4]([CH:13]3[CH2:18][CH2:17][CH2:16][CH2:15][O:14]3)[N:3]=2)[CH:24]=[CH:25][C:26]=1[O:27][CH3:28]. The yield is 0.460.